Dataset: NCI-60 drug combinations with 297,098 pairs across 59 cell lines. Task: Regression. Given two drug SMILES strings and cell line genomic features, predict the synergy score measuring deviation from expected non-interaction effect. (1) Cell line: K-562. Drug 1: CC1C(C(CC(O1)OC2CC(OC(C2O)C)OC3=CC4=CC5=C(C(=O)C(C(C5)C(C(=O)C(C(C)O)O)OC)OC6CC(C(C(O6)C)O)OC7CC(C(C(O7)C)O)OC8CC(C(C(O8)C)O)(C)O)C(=C4C(=C3C)O)O)O)O. Synergy scores: CSS=78.8, Synergy_ZIP=-0.684, Synergy_Bliss=-0.299, Synergy_Loewe=-0.0201, Synergy_HSA=-0.128. Drug 2: CC1=C(C=C(C=C1)C(=O)NC2=CC(=CC(=C2)C(F)(F)F)N3C=C(N=C3)C)NC4=NC=CC(=N4)C5=CN=CC=C5. (2) Drug 1: CN(C)N=NC1=C(NC=N1)C(=O)N. Drug 2: C1=C(C(=O)NC(=O)N1)N(CCCl)CCCl. Cell line: NCI-H522. Synergy scores: CSS=24.0, Synergy_ZIP=-5.35, Synergy_Bliss=-4.05, Synergy_Loewe=-9.32, Synergy_HSA=-1.99. (3) Drug 1: CC1=C2C(C(=O)C3(C(CC4C(C3C(C(C2(C)C)(CC1OC(=O)C(C(C5=CC=CC=C5)NC(=O)OC(C)(C)C)O)O)OC(=O)C6=CC=CC=C6)(CO4)OC(=O)C)OC)C)OC. Drug 2: CS(=O)(=O)C1=CC(=C(C=C1)C(=O)NC2=CC(=C(C=C2)Cl)C3=CC=CC=N3)Cl. Cell line: NCI-H522. Synergy scores: CSS=52.9, Synergy_ZIP=-1.53, Synergy_Bliss=-0.696, Synergy_Loewe=-25.1, Synergy_HSA=0.328. (4) Drug 1: CN(C)C1=NC(=NC(=N1)N(C)C)N(C)C. Drug 2: C1=CC(=CC=C1CC(C(=O)O)N)N(CCCl)CCCl.Cl. Cell line: HCT116. Synergy scores: CSS=18.4, Synergy_ZIP=-4.20, Synergy_Bliss=0.719, Synergy_Loewe=-13.8, Synergy_HSA=0.00686. (5) Drug 1: CCN(CC)CCCC(C)NC1=C2C=C(C=CC2=NC3=C1C=CC(=C3)Cl)OC. Drug 2: C1CNP(=O)(OC1)N(CCCl)CCCl. Cell line: OVCAR3. Synergy scores: CSS=10.8, Synergy_ZIP=4.45, Synergy_Bliss=9.03, Synergy_Loewe=-0.0398, Synergy_HSA=5.54. (6) Drug 1: C1=NC2=C(N1)C(=S)N=C(N2)N. Drug 2: COCCOC1=C(C=C2C(=C1)C(=NC=N2)NC3=CC=CC(=C3)C#C)OCCOC.Cl. Cell line: HCT116. Synergy scores: CSS=37.0, Synergy_ZIP=-0.596, Synergy_Bliss=-2.64, Synergy_Loewe=-13.0, Synergy_HSA=-2.18.